This data is from Experimentally validated miRNA-target interactions with 360,000+ pairs, plus equal number of negative samples. The task is: Binary Classification. Given a miRNA mature sequence and a target amino acid sequence, predict their likelihood of interaction. (1) The miRNA is hsa-miR-4786-3p with sequence UGAAGCCAGCUCUGGUCUGGGC. The protein sequence of the target gene is MSSSPWEPATLRRVFVVGVGMTKFVKPGAENSRDYPDLAEEAGKKALADAQIPYSAVDQACVGYVFGDSTCGQRAIYHSLGMTGIPIINVNNNCATGSTALFMARQLIQGGVAECVLALGFEKMSKGSLGIKFSDRTIPTDKHVDLLINKYGLSAHPVAPQMFGYAGKEHMEKYGTKIEHFAKIGWKNHKHSVNNPYSQFQDEYSLDEVMASKEVFDFLTILQCCPTSDGAAAAILASEAFVQKYGLQSKAVEILAQEMMTDLPSSFEEKSIIKMVGFDMSKEAARKCYEKSGLTPNDID.... Result: 0 (no interaction). (2) The miRNA is hsa-miR-3646 with sequence AAAAUGAAAUGAGCCCAGCCCA. The protein sequence of the target gene is MGARGALLLALLLARAGLRKPESQEAAPLSGPCGRRVITSRIVGGEDAELGRWPWQGSLRLWDSHVCGVSLLSHRWALTAAHCFETYSDLSDPSGWMVQFGQLTSMPSFWSLQAYYTRYFVSNIYLSPRYLGNSPYDIALVKLSAPVTYTKHIQPICLQASTFEFENRTDCWVTGWGYIKEDEALPSPHTLQEVQVAIINNSMCNHLFLKYSFRKDIFGDMVCAGNAQGGKDACFGDSGGPLACNKNGLWYQIGVVSWGVGCGRPNRPGVYTNISHHFEWIQKLMAQSGMSQPDPSWPLL.... Result: 0 (no interaction). (3) The miRNA is hsa-miR-382-5p with sequence GAAGUUGUUCGUGGUGGAUUCG. The protein sequence of the target gene is MSALLEQKEQQERLREAAALGDIREVQKLVESGVDVNSQNEVNGWTCLHWACKRNHGQVVSYLLQSGADREILTTKGEMPVQLTSRREIRKIMGVEEADEEEEIPQLKKESELPFVPNYLANPAFPFIYTPAAEDSTQLQNGGPSPPPVSPPADSSPPLLPPTETPLLGAFPRDHSSLALVQNGDISAPSAILRTPESTKPGPVCQPPVSQNRSLFSVPSKPPVSLEPQNGTYAGPAPAFQPFFFTGAFPFNMQELVLKVRIQNPSLRENDFIEIELDRQELTYQELLRVSCCELGVNPD.... Result: 0 (no interaction). (4) The miRNA is hsa-miR-3652 with sequence CGGCUGGAGGUGUGAGGA. The protein sequence of the target gene is MAPQQGRPALPARCEPPAAPPVPPRRERGGRGARGPGVSGGRGRAGGAEGRGVKCVLVGDGAVGKTSLVVSYTTNGYPTEYIPTAFDNFSAVVSVDGRPVRLQLCDTAGQDEFDKLRPLCYTNTDIFLLCFSVVSPTSFQNVGEKWVPEIRRHCPKAPIILVGTQSDLREDVKVLIELDKCKEKPVPEEAAKLCAEEVKAVSYIECSALTQKNLKEVFDAAIVAGIQHSDSQLQPKKSKSRTPDKVRDLSKSWWRKYCCLA. Result: 0 (no interaction).